From a dataset of Forward reaction prediction with 1.9M reactions from USPTO patents (1976-2016). Predict the product of the given reaction. (1) Given the reactants [NH:1]1[CH:5]=[C:4]([C:6]([O:8][CH2:9][CH3:10])=[O:7])[CH:3]=[N:2]1.[H-].[Na+].F[C:14]1[CH:19]=[CH:18][C:17]([F:20])=[CH:16][N:15]=1.O, predict the reaction product. The product is: [F:20][C:17]1[CH:18]=[CH:19][C:14]([N:1]2[CH:5]=[C:4]([C:6]([O:8][CH2:9][CH3:10])=[O:7])[CH:3]=[N:2]2)=[N:15][CH:16]=1. (2) Given the reactants [Cl-].[NH4+].[N+:3]([C:6]1[CH:11]=[CH:10][C:9]([N:12]([CH2:15][CH2:16][C:17]2[CH:22]=[CH:21][CH:20]=[CH:19][N:18]=2)[CH:13]=[O:14])=[CH:8][CH:7]=1)([O-])=O, predict the reaction product. The product is: [NH2:3][C:6]1[CH:11]=[CH:10][C:9]([N:12]([CH2:15][CH2:16][C:17]2[CH:22]=[CH:21][CH:20]=[CH:19][N:18]=2)[CH:13]=[O:14])=[CH:8][CH:7]=1. (3) Given the reactants [CH2:1]([O:4][C:5]1[CH:9]=[C:8]([CH2:10][CH2:11][C:12]([O:14][CH2:15][CH3:16])=[O:13])[NH:7][N:6]=1)[CH2:2][CH3:3].CN(C)C=O.[H-].[Na+].[F:24][C:25]([F:35])([F:34])[C:26]1[CH:33]=[CH:32][C:29]([CH2:30]Br)=[CH:28][CH:27]=1, predict the reaction product. The product is: [CH2:1]([O:4][C:5]1[CH:9]=[C:8]([CH2:10][CH2:11][C:12]([O:14][CH2:15][CH3:16])=[O:13])[N:7]([CH2:30][C:29]2[CH:28]=[CH:27][C:26]([C:25]([F:24])([F:34])[F:35])=[CH:33][CH:32]=2)[N:6]=1)[CH2:2][CH3:3]. (4) Given the reactants [C:1]([N:5]1[CH:9]=[C:8]([C:10]2[CH:11]=[C:12]([OH:19])[C:13]3[N:14]([N:16]=[CH:17][CH:18]=3)[CH:15]=2)[CH:7]=[N:6]1)([CH3:4])([CH3:3])[CH3:2].[Br:20]N1C(=O)CCC1=O, predict the reaction product. The product is: [Br:20][C:18]1[CH:17]=[N:16][N:14]2[CH:15]=[C:10]([C:8]3[CH:7]=[N:6][N:5]([C:1]([CH3:4])([CH3:2])[CH3:3])[CH:9]=3)[CH:11]=[C:12]([OH:19])[C:13]=12. (5) Given the reactants [CH3:1][O:2][C:3](=[O:15])[CH2:4][C:5]1[CH:10]=[C:9](F)[C:8]([C:12]#[N:13])=[CH:7][C:6]=1[Cl:14].[C:16](=O)([O-])[O-:17].[K+].[K+], predict the reaction product. The product is: [CH3:1][O:2][C:3](=[O:15])[CH2:4][C:5]1[CH:10]=[C:9]([O:17][CH3:16])[C:8]([C:12]#[N:13])=[CH:7][C:6]=1[Cl:14].